From a dataset of Full USPTO retrosynthesis dataset with 1.9M reactions from patents (1976-2016). Predict the reactants needed to synthesize the given product. (1) Given the product [Cl:1][C:2]1[CH:3]=[C:4]([NH:17][C:18]2[N:19]=[CH:20][N:21]=[C:22]3[S:37][C:25]4[C:26]5[C:30]([CH2:31][CH2:32][C:24]=4[C:23]=23)=[N:29][N:28]([CH2:33][C:34]([N:43]2[CH2:42][CH2:41][C@H:40]([N:39]([CH3:48])[CH3:38])[CH2:44]2)=[O:35])[CH:27]=5)[CH:5]=[CH:6][C:7]=1[O:8][CH2:9][C:10]1[CH:15]=[CH:14][CH:13]=[C:12]([F:16])[CH:11]=1, predict the reactants needed to synthesize it. The reactants are: [Cl:1][C:2]1[CH:3]=[C:4]([NH:17][C:18]2[C:23]3[C:24]4[CH2:32][CH2:31][C:30]5[C:26](=[CH:27][N:28]([CH2:33][C:34](O)=[O:35])[N:29]=5)[C:25]=4[S:37][C:22]=3[N:21]=[CH:20][N:19]=2)[CH:5]=[CH:6][C:7]=1[O:8][CH2:9][C:10]1[CH:15]=[CH:14][CH:13]=[C:12]([F:16])[CH:11]=1.[CH3:38][N:39]([CH3:48])[CH2:40][CH2:41][CH2:42][N:43]=[C:44]=NCC.CN1CCOCC1.ON1C2C=CC=CC=2N=N1. (2) The reactants are: [CH3:1][CH2:2][C@@H:3]([NH:7][C:8]([O:10][C:11]([CH3:14])([CH3:13])[CH3:12])=[O:9])[C:4]([OH:6])=O.C(N1C=CN=C1)(N1C=CN=C1)=O.[C:27]([O:33][C:34]([CH3:37])([CH3:36])[CH3:35])(=[O:32])[CH2:28]C([O-])=O.[Cl-].[Mg+2].[Cl-].CC(C)([O-])C.[K+].Cl. Given the product [C:34]([O:33][C:27](=[O:32])[CH2:28][C:4](=[O:6])[C@H:3]([NH:7][C:8]([O:10][C:11]([CH3:14])([CH3:13])[CH3:12])=[O:9])[CH2:2][CH3:1])([CH3:37])([CH3:36])[CH3:35], predict the reactants needed to synthesize it. (3) Given the product [O:14]=[C:13]1[CH:12]=[N:1][C:2]2[C:9](=[CH:8][CH:7]=[C:4]([C:5]#[N:6])[CH:3]=2)[NH:10]1, predict the reactants needed to synthesize it. The reactants are: [NH2:1][C:2]1[CH:3]=[C:4]([CH:7]=[CH:8][C:9]=1[NH2:10])[C:5]#[N:6].O.[C:12](O)(=O)[CH:13]=[O:14]. (4) Given the product [CH3:11][N:8]1[C:7]([CH2:12][N:13]2[CH2:22][CH2:21][C:16]3([O:17][CH2:18][CH2:19][O:20]3)[CH2:15][CH2:14]2)=[N:6][C:5]2[C:9]1=[N:10][C:2]([N:31]1[C:32]3[CH:38]=[CH:37][CH:36]=[CH:35][C:33]=3[N:34]=[C:30]1[CH3:29])=[N:3][C:4]=2[N:23]1[CH2:28][CH2:27][O:26][CH2:25][CH2:24]1, predict the reactants needed to synthesize it. The reactants are: Cl[C:2]1[N:10]=[C:9]2[C:5]([N:6]=[C:7]([CH2:12][N:13]3[CH2:22][CH2:21][C:16]4([O:20][CH2:19][CH2:18][O:17]4)[CH2:15][CH2:14]3)[N:8]2[CH3:11])=[C:4]([N:23]2[CH2:28][CH2:27][O:26][CH2:25][CH2:24]2)[N:3]=1.[CH3:29][C:30]1[NH:31][C:32]2[CH:38]=[CH:37][CH:36]=[CH:35][C:33]=2[N:34]=1. (5) The reactants are: [Br:1][C:2]1[CH:3]=[CH:4][C:5]([CH3:8])=[N:6][CH:7]=1.[Br:9]N1C(=O)CCC1=O.C(OOC(=O)C1C=CC=CC=1)(=O)C1C=CC=CC=1. Given the product [Br:1][C:2]1[CH:3]=[CH:4][C:5]([CH2:8][Br:9])=[N:6][CH:7]=1, predict the reactants needed to synthesize it. (6) Given the product [Cl:1][C:2]1[CH:3]=[C:4]([NH:9][CH2:10][C:11]2[CH:16]=[CH:15][C:14]([O:17][CH3:18])=[CH:13][CH:12]=2)[N:5]=[C:6]([C:26]([O:29][CH3:30])=[O:28])[N:7]=1, predict the reactants needed to synthesize it. The reactants are: [Cl:1][C:2]1[N:7]=[C:6](I)[N:5]=[C:4]([NH:9][CH2:10][C:11]2[CH:16]=[CH:15][C:14]([O:17][CH3:18])=[CH:13][CH:12]=2)[CH:3]=1.C(N(CC)CC)C.[C:26]([O:29][CH2:30]C)(=[O:28])C.